From a dataset of Experimentally validated miRNA-target interactions with 360,000+ pairs, plus equal number of negative samples. Binary Classification. Given a miRNA mature sequence and a target amino acid sequence, predict their likelihood of interaction. (1) The miRNA is hsa-miR-764 with sequence GCAGGUGCUCACUUGUCCUCCU. The protein sequence of the target gene is MERELEALAARLARPAEPPFQALVEAAGGRGQVLLVGELWEREQSRALLRDFARAVFPPEPGAAKPGGAAAEGAGPGAARGAQRAARAAGAAGAAAAAARAIRSPLVFVLCRASSLAAREPRRRLREMLRDVRGRRRAGAALVGVLVAEAGPEDAVAPGLRLLEALLRAVFGRQAGGPVQAAAYCPGLPASCLAVQAAACRALQAAGAGQPVEGAWERPGLPGLLACFSWGPWSRRKNQDVAACRSSAQEDFQEPEEELPLTAIFPNGDCDDLGRGSKACDGVVHTPAEPTGDSR. Result: 1 (interaction). (2) The miRNA is mmu-miR-350-3p with sequence UUCACAAAGCCCAUACACUUUC. The protein sequence of the target gene is MAADLNLEWISLPRSWTYGITRGGRVFFINEEAKSTTWLHPVTGEAVVTGHRRQSTDLPTGWEEAYTFEGARYYINHNERKVTCKHPVTGQPSQDNCIFVVNEQTVATMTSEEKKERPISMINEASNYNVTSDYAVHPMSPVGRTSRASKKVHNFGKRSNSIKRNPNAPVVRRGWLYKQDSTGMKLWKKRWFVLSDLCLFYYRDEKEEGILGSILLPSFQIALLTSEDHINRKYAFKAAHPNMRTYYFCTDTGKEMELWMKAMLDAALVQTEPVKRVDKITSENAPTKETNNIPNHRVLI.... Result: 0 (no interaction).